This data is from Forward reaction prediction with 1.9M reactions from USPTO patents (1976-2016). The task is: Predict the product of the given reaction. (1) Given the reactants [CH3:1][O:2][C:3]1[CH:23]=[CH:22][C:6]([CH2:7][NH:8][S:9]([C:12]2[CH:21]=[CH:20][C:15]([C:16]([O:18]C)=[O:17])=[CH:14][CH:13]=2)(=[O:11])=[O:10])=[CH:5][CH:4]=1.[CH:24]1([CH2:30]N)[CH2:29][CH2:28][CH2:27][CH2:26][CH2:25]1, predict the reaction product. The product is: [CH:24]1([CH2:30][N:8]([CH2:7][C:6]2[CH:22]=[CH:23][C:3]([O:2][CH3:1])=[CH:4][CH:5]=2)[S:9]([C:12]2[CH:21]=[CH:20][C:15]([C:16]([OH:18])=[O:17])=[CH:14][CH:13]=2)(=[O:10])=[O:11])[CH2:29][CH2:28][CH2:27][CH2:26][CH2:25]1. (2) Given the reactants [CH2:1](OC1C=CC=CC=1)[CH:2]=[CH:3][C:4]1[CH:9]=[CH:8][CH:7]=[CH:6][CH:5]=1.[Cl:17][C:18]1[CH:23]=[CH:22][C:21](B(O)O)=[CH:20][CH:19]=1, predict the reaction product. The product is: [Cl:17][C:18]1[CH:23]=[CH:22][C:21]([CH2:1][CH:2]=[CH:3][C:4]2[CH:9]=[CH:8][CH:7]=[CH:6][CH:5]=2)=[CH:20][CH:19]=1. (3) Given the reactants [Cl:1][C:2]1[N:3]=[C:4]([N:14]2[CH2:19][CH2:18][O:17][CH2:16][CH2:15]2)[C:5]2[S:10][C:9]([CH2:11][NH:12][CH3:13])=[CH:8][C:6]=2[N:7]=1.[N:20]1[CH:25]=[CH:24][C:23]([CH:26]=O)=[CH:22][CH:21]=1, predict the reaction product. The product is: [Cl:1][C:2]1[N:3]=[C:4]([N:14]2[CH2:19][CH2:18][O:17][CH2:16][CH2:15]2)[C:5]2[S:10][C:9]([CH2:11][N:12]([CH3:13])[CH2:26][C:23]3[CH:22]=[CH:21][N:20]=[CH:25][CH:24]=3)=[CH:8][C:6]=2[N:7]=1.